Dataset: Full USPTO retrosynthesis dataset with 1.9M reactions from patents (1976-2016). Task: Predict the reactants needed to synthesize the given product. (1) Given the product [O:1]=[S:2]1(=[O:18])[CH2:6][CH2:5][CH2:4][N:3]1[CH2:7][C:8]1[CH:17]=[CH:16][C:11]([C:12]([OH:14])=[O:13])=[CH:10][CH:9]=1, predict the reactants needed to synthesize it. The reactants are: [O:1]=[S:2]1(=[O:18])[CH2:6][CH2:5][CH2:4][N:3]1[CH2:7][C:8]1[CH:17]=[CH:16][C:11]([C:12]([O:14]C)=[O:13])=[CH:10][CH:9]=1.Cl. (2) Given the product [SH:1][C:2]1[N:6]([CH2:7][C:8]([OH:10])=[O:9])[C:5]2[CH:12]=[CH:13][CH:14]=[CH:15][C:4]=2[N:3]=1, predict the reactants needed to synthesize it. The reactants are: [SH:1][C:2]1[N:6]([CH2:7][C:8]([O:10]C)=[O:9])[C:5]2[CH:12]=[CH:13][CH:14]=[CH:15][C:4]=2[N:3]=1.CO.[Li+].[OH-].Cl. (3) Given the product [NH:2]([C:21]([C:17]1[S:18][CH:19]=[CH:20][C:16]=1[NH:15][C:13](=[O:14])[CH2:12][C:9]1[CH:10]=[CH:11][C:6]([O:5][CH3:4])=[CH:7][CH:8]=1)=[O:23])[NH2:3], predict the reactants needed to synthesize it. The reactants are: O.[NH2:2][NH2:3].[CH3:4][O:5][C:6]1[CH:11]=[CH:10][C:9]([CH2:12][C:13]([NH:15][C:16]2[CH:20]=[CH:19][S:18][C:17]=2[C:21]([O:23]C)=O)=[O:14])=[CH:8][CH:7]=1. (4) Given the product [CH3:10][O:11][C:12]1[CH:13]=[C:14]([CH:16]=[CH:17][CH:18]=1)[N:15]=[CH:5][C:4]1[CH:7]=[CH:8][CH:9]=[C:2]([CH3:1])[CH:3]=1, predict the reactants needed to synthesize it. The reactants are: [CH3:1][C:2]1[CH:3]=[C:4]([CH:7]=[CH:8][CH:9]=1)[CH:5]=O.[CH3:10][O:11][C:12]1[CH:13]=[C:14]([CH:16]=[CH:17][CH:18]=1)[NH2:15]. (5) The reactants are: [C:1]([O:5][C:6](=[O:30])[CH2:7][O:8][C:9]1[CH:14]=[CH:13][C:12](Cl)=[CH:11][C:10]=1[C:16]#[C:17][C:18]1[CH:23]=[CH:22][CH:21]=[C:20]([S:24]([CH2:27][CH2:28][CH3:29])(=[O:26])=[O:25])[CH:19]=1)([CH3:4])([CH3:3])[CH3:2].C(OC(=O)COC1C=CC([C:45]([F:48])([F:47])[F:46])=CC=1Br)(C)(C)C.C(C1C=CC=C(S(CCC)(=O)=O)C=1)#C. Given the product [C:1]([O:5][C:6](=[O:30])[CH2:7][O:8][C:9]1[CH:14]=[CH:13][C:12]([C:45]([F:48])([F:47])[F:46])=[CH:11][C:10]=1[C:16]#[C:17][C:18]1[CH:23]=[CH:22][CH:21]=[C:20]([S:24]([CH2:27][CH2:28][CH3:29])(=[O:26])=[O:25])[CH:19]=1)([CH3:4])([CH3:3])[CH3:2], predict the reactants needed to synthesize it. (6) Given the product [N:34]1([CH2:39][CH2:40][CH2:41][N:42]2[CH2:43][CH2:44][CH:45]([CH2:48][NH:49][C:6](=[O:8])[C:5]3[CH:9]=[C:10]([Cl:11])[C:2]([NH2:1])=[CH:3][C:4]=3[O:12][CH3:13])[CH2:46][CH2:47]2)[CH:38]=[CH:37][N:36]=[N:35]1, predict the reactants needed to synthesize it. The reactants are: [NH2:1][C:2]1[C:10]([Cl:11])=[CH:9][C:5]([C:6]([OH:8])=O)=[C:4]([O:12][CH3:13])[CH:3]=1.C(N1C=CN=C1)(N1C=CN=C1)=O.C(N(CC)CC)C.Cl.[N:34]1([CH2:39][CH2:40][CH2:41][N:42]2[CH2:47][CH2:46][CH:45]([CH2:48][NH2:49])[CH2:44][CH2:43]2)[CH:38]=[CH:37][N:36]=[N:35]1. (7) Given the product [CH2:12]([NH:14][C:2]1[C:3]([NH2:4])=[CH:5][C:6]([N+:9]([O-:11])=[O:10])=[CH:7][CH:8]=1)[CH3:13], predict the reactants needed to synthesize it. The reactants are: F[C:2]1[CH:8]=[CH:7][C:6]([N+:9]([O-:11])=[O:10])=[CH:5][C:3]=1[NH2:4].[CH2:12]([NH2:14])[CH3:13].